Predict the reactants needed to synthesize the given product. From a dataset of Full USPTO retrosynthesis dataset with 1.9M reactions from patents (1976-2016). (1) Given the product [OH:18][C:15]1[CH:14]=[CH:13][C:12]([CH2:11][CH2:10][C:9]([NH:8][CH:4]([CH:5]([CH3:7])[CH3:6])[C:3]([OH:20])=[O:2])=[O:19])=[CH:17][CH:16]=1, predict the reactants needed to synthesize it. The reactants are: C[O:2][C:3](=[O:20])[CH:4]([NH:8][C:9](=[O:19])[CH2:10][CH2:11][C:12]1[CH:17]=[CH:16][C:15]([OH:18])=[CH:14][CH:13]=1)[CH:5]([CH3:7])[CH3:6].[OH-].[Li+].Cl. (2) Given the product [Cl:2][C:15]1[C:14]([C:17]([O:19][CH2:20][CH3:21])=[O:18])=[C:13]([C:22]([F:25])([F:24])[F:23])[N:12]=[C:11]2[N:7]([CH2:5][CH3:6])[N:8]=[CH:9][C:10]=12, predict the reactants needed to synthesize it. The reactants are: O(Cl)[Cl:2].[P].[CH2:5]([N:7]1[C:11]2=[N:12][C:13]([C:22]([F:25])([F:24])[F:23])=[C:14]([C:17]([O:19][CH2:20][CH3:21])=[O:18])[C:15](O)=[C:10]2[CH:9]=[N:8]1)[CH3:6].